This data is from Full USPTO retrosynthesis dataset with 1.9M reactions from patents (1976-2016). The task is: Predict the reactants needed to synthesize the given product. (1) Given the product [C:1]([OH:9])(=[O:8])[C:2]1[CH:7]=[CH:6][CH:5]=[CH:4][CH:3]=1.[Cl:10][C:11]1[CH:30]=[CH:29][C:28]([CH2:31][C@@H:32]([OH:36])[CH2:33][NH:34][CH3:35])=[CH:27][C:12]=1[C:13]([NH:15][CH2:16][C:17]12[CH2:24][CH:23]3[CH2:22][CH:21]([CH2:20][CH:19]([CH2:25]3)[CH2:18]1)[CH2:26]2)=[O:14], predict the reactants needed to synthesize it. The reactants are: [C:1]([OH:9])(=[O:8])[C:2]1[CH:7]=[CH:6][CH:5]=[CH:4][CH:3]=1.[Cl:10][C:11]1[CH:30]=[CH:29][C:28]([CH2:31][C@@H:32]([OH:36])[CH2:33][NH:34][CH3:35])=[CH:27][C:12]=1[C:13]([NH:15][CH2:16][C:17]12[CH2:26][CH:21]3[CH2:22][CH:23]([CH2:25][CH:19]([CH2:20]3)[CH2:18]1)[CH2:24]2)=[O:14].COC(C)(C)C. (2) Given the product [OH:12][CH2:11][C:9]1[CH:8]=[C:7]([CH2:13][C:24]#[N:25])[CH:6]=[C:5]([O:4][CH2:3][C@@H:2]([CH3:1])[CH2:15][CH3:16])[CH:10]=1, predict the reactants needed to synthesize it. The reactants are: [CH3:1][C@@H:2]([CH2:15][CH3:16])[CH2:3][O:4][C:5]1[CH:6]=[C:7]([CH2:13]O)[CH:8]=[C:9]([CH2:11][OH:12])[CH:10]=1.Br.C([O-])([O-])=O.[Na+].[Na+].[C-:24]#[N:25].[K+]. (3) Given the product [C:18]([C:17]1[C:16]([F:21])=[CH:15][C:14]([F:22])=[C:13]([N:12]([CH2:11][C:9]2[CH:8]=[CH:7][C:6]3[O:1][CH2:2][CH2:3][O:4][C:5]=3[CH:10]=2)[C:23](=[O:28])[CH2:24][CH2:25][CH2:26][CH3:27])[CH:20]=1)#[N:19], predict the reactants needed to synthesize it. The reactants are: [O:1]1[C:6]2[CH:7]=[CH:8][C:9]([CH2:11][NH:12][C:13]3[C:14]([F:22])=[CH:15][C:16]([F:21])=[C:17]([CH:20]=3)[C:18]#[N:19])=[CH:10][C:5]=2[O:4][CH2:3][CH2:2]1.[C:23](Cl)(=[O:28])[CH2:24][CH2:25][CH2:26][CH3:27].